This data is from Catalyst prediction with 721,799 reactions and 888 catalyst types from USPTO. The task is: Predict which catalyst facilitates the given reaction. (1) Reactant: [CH2:1]([N:8]1[C:20]2[CH:19]=[C:18]3[CH2:21][CH2:22][CH2:23][CH2:24][C:17]3=[C:16]([OH:25])[C:15]=2[C:14]2[C:13]([C:26]([NH2:28])=[O:27])=[CH:12][CH:11]=[CH:10][C:9]1=2)[C:2]1[CH:7]=[CH:6][CH:5]=[CH:4][CH:3]=1.Br[CH2:30][C:31]([O:33][CH3:34])=[O:32].C(=O)([O-])[O-].[Cs+].[Cs+]. Product: [CH2:1]([N:8]1[C:20]2[CH:19]=[C:18]3[CH2:21][CH2:22][CH2:23][CH2:24][C:17]3=[C:16]([O:25][CH2:30][C:31]([O:33][CH3:34])=[O:32])[C:15]=2[C:14]2[C:9]1=[CH:10][CH:11]=[CH:12][C:13]=2[C:26](=[O:27])[NH2:28])[C:2]1[CH:7]=[CH:6][CH:5]=[CH:4][CH:3]=1. The catalyst class is: 39. (2) Product: [F:38][C:35]1[CH:34]=[CH:33][C:32]([S:29]([C:17]2[CH:16]=[C:15]([CH:20]=[CH:19][C:18]=2[OH:21])[CH2:14][C:10]2[C:11]([CH3:13])=[CH:12][C:7]([O:6][CH2:5][C:4]([O:3][CH2:1][CH3:2])=[O:40])=[CH:8][C:9]=2[CH3:39])(=[O:31])=[O:30])=[CH:37][CH:36]=1. The catalyst class is: 29. Reactant: [CH2:1]([O:3][C:4](=[O:40])[CH2:5][O:6][C:7]1[CH:12]=[C:11]([CH3:13])[C:10]([CH2:14][C:15]2[CH:20]=[CH:19][C:18]([O:21]CC3C=CC=CC=3)=[C:17]([S:29]([C:32]3[CH:37]=[CH:36][C:35]([F:38])=[CH:34][CH:33]=3)(=[O:31])=[O:30])[CH:16]=2)=[C:9]([CH3:39])[CH:8]=1)[CH3:2].